Dataset: Catalyst prediction with 721,799 reactions and 888 catalyst types from USPTO. Task: Predict which catalyst facilitates the given reaction. (1) Reactant: [C:1]1([C:20]2[CH:25]=[CH:24][CH:23]=[CH:22][CH:21]=2)[CH:6]=[CH:5][C:4]([C:7]2[C:12]3[Se:13][C:14]4[CH:19]=[CH:18][CH:17]=[CH:16][C:15]=4[C:11]=3[CH:10]=[CH:9][CH:8]=2)=[CH:3][CH:2]=1.C([Li])(CC)C.C(O[B:35]1[O:39][C:38]([CH3:41])([CH3:40])[C:37]([CH3:43])([CH3:42])[O:36]1)(C)C. Product: [C:1]1([C:20]2[CH:21]=[CH:22][CH:23]=[CH:24][CH:25]=2)[CH:6]=[CH:5][C:4]([C:7]2[C:12]3[Se:13][C:14]4[C:19]([B:35]5[O:39][C:38]([CH3:41])([CH3:40])[C:37]([CH3:43])([CH3:42])[O:36]5)=[CH:18][CH:17]=[CH:16][C:15]=4[C:11]=3[CH:10]=[CH:9][CH:8]=2)=[CH:3][CH:2]=1. The catalyst class is: 1. (2) Product: [OH:1][C:2]1[C:10]([O:11][CH3:12])=[CH:9][C:8]([C:13]2[N:14]([C:24]([O:26][C:27]([CH3:30])([CH3:29])[CH3:28])=[O:25])[C:15]3[C:20]([CH:21]=2)=[CH:19][C:18]([CH2:22][N:34]([CH2:35][CH3:36])[CH2:32][CH3:33])=[CH:17][CH:16]=3)=[C:7]2[C:3]=1[CH2:4][NH:5][C:6]2=[O:31]. The catalyst class is: 10. Reactant: [OH:1][C:2]1[C:10]([O:11][CH3:12])=[CH:9][C:8]([C:13]2[N:14]([C:24]([O:26][C:27]([CH3:30])([CH3:29])[CH3:28])=[O:25])[C:15]3[C:20]([CH:21]=2)=[CH:19][C:18]([CH:22]=O)=[CH:17][CH:16]=3)=[C:7]2[C:3]=1[CH2:4][NH:5][C:6]2=[O:31].[CH2:32]([NH:34][CH2:35][CH3:36])[CH3:33].C(O)(=O)C.C(O[BH-](OC(=O)C)OC(=O)C)(=O)C.[Na+]. (3) Reactant: [Cl:1][C:2]1[CH:3]=[CH:4][CH:5]=[C:6]2[C:11]=1[C:10]([C:12](O)=[O:13])=[CH:9][CH:8]=[C:7]2[O:15][CH3:16].O=S(Cl)Cl.C[CH2:22][N:23](C(C)C)[CH:24](C)C.CNC. Product: [Cl:1][C:2]1[CH:3]=[CH:4][CH:5]=[C:6]2[C:11]=1[C:10]([C:12]([N:23]([CH3:24])[CH3:22])=[O:13])=[CH:9][CH:8]=[C:7]2[O:15][CH3:16]. The catalyst class is: 2. (4) Reactant: [CH2:1]([N:3]1[CH2:8][C:7]([CH3:10])([CH3:9])[O:6][C:5](=[O:11])[CH:4]1[CH2:12][C:13]([OH:15])=O)[CH3:2].C(N(C(C)C)CC)(C)C.CN(C(ON1N=NC2C=CC=NC1=2)=[N+](C)C)C.F[P-](F)(F)(F)(F)F.[Cl:49][C:50]1[CH:51]=[C:52]([CH:55]=[CH:56][CH:57]=1)[CH2:53][NH2:54]. Product: [Cl:49][C:50]1[CH:51]=[C:52]([CH:55]=[CH:56][CH:57]=1)[CH2:53][NH:54][C:13](=[O:15])[CH2:12][CH:4]1[C:5](=[O:11])[O:6][C:7]([CH3:9])([CH3:10])[CH2:8][N:3]1[CH2:1][CH3:2]. The catalyst class is: 3. (5) Reactant: [NH:1]1[C:5]([NH2:6])=[N:4][C:3]([NH2:7])=[N:2]1.C[O-].[Na+].CO.Cl[CH2:14][C:15]1[CH:20]=[CH:19][C:18]([O:21][CH3:22])=[CH:17][CH:16]=1. Product: [CH3:22][O:21][C:18]1[CH:19]=[CH:20][C:15]([CH2:14][N:1]2[C:5]([NH2:6])=[N:4][C:3]([NH2:7])=[N:2]2)=[CH:16][CH:17]=1. The catalyst class is: 18. (6) Reactant: [NH:1]([C:3]1[N:12]=[CH:11][C:10]2[CH2:9][CH2:8][C:7]3[CH:13]=[CH:14][CH:15]=[CH:16][C:6]=3[C:5]=2[N:4]=1)[NH2:2].[C:17](/[N:19]=[C:20](\OC1C=CC=CC=1)/[NH:21][C:22]1[CH:27]=[CH:26][C:25]([N:28]2[CH2:33][CH2:32][N:31]([CH3:34])[CH2:30][CH2:29]2)=[CH:24][CH:23]=1)#[N:18]. Product: [N:4]1[C:5]2[C:6]3[CH:16]=[CH:15][CH:14]=[CH:13][C:7]=3[CH2:8][CH2:9][C:10]=2[CH:11]=[N:12][C:3]=1[N:1]1[C:17]([NH2:18])=[N:19][C:20]([NH:21][C:22]2[CH:23]=[CH:24][C:25]([N:28]3[CH2:29][CH2:30][N:31]([CH3:34])[CH2:32][CH2:33]3)=[CH:26][CH:27]=2)=[N:2]1. The catalyst class is: 32. (7) Product: [CH2:3]([C:7]1[N:8]([CH2:41][CH2:42][CH3:43])[C:9]([C:12]2[CH:17]=[CH:16][N:15]=[C:14]([NH:18][C:19]3[CH:20]=[CH:21][C:22]([S:25](=[O:40])(=[O:39])[NH:26][CH2:35][CH2:36][O:37][CH3:38])=[CH:23][CH:24]=3)[N:13]=2)=[CH:10][N:11]=1)[CH2:4][CH:5]=[CH2:6]. The catalyst class is: 18. Reactant: [F-].[Cs+].[CH2:3]([C:7]1[N:8]([CH2:41][CH2:42][CH3:43])[C:9]([C:12]2[CH:17]=[CH:16][N:15]=[C:14]([NH:18][C:19]3[CH:24]=[CH:23][C:22]([S:25](=[O:40])(=[O:39])[N:26]([CH2:35][CH2:36][O:37][CH3:38])COCC[Si](C)(C)C)=[CH:21][CH:20]=3)[N:13]=2)=[CH:10][N:11]=1)[CH2:4][CH:5]=[CH2:6]. (8) Reactant: [CH:1]1([N:7]2[CH2:13][C@@H:12]([NH:14]C(=O)C(F)(F)F)[C:11](=[O:21])[N:10]([CH2:22][C:23](=[O:28])[C:24]([CH3:27])([CH3:26])[CH3:25])[C:9]3[CH:29]=[CH:30][CH:31]=[CH:32][C:8]2=3)[CH2:6][CH2:5][CH2:4][CH2:3][CH2:2]1.Cl.O. Product: [NH2:14][C@H:12]1[C:11](=[O:21])[N:10]([CH2:22][C:23](=[O:28])[C:24]([CH3:27])([CH3:26])[CH3:25])[C:9]2[CH:29]=[CH:30][CH:31]=[CH:32][C:8]=2[N:7]([CH:1]2[CH2:6][CH2:5][CH2:4][CH2:3][CH2:2]2)[CH2:13]1. The catalyst class is: 11.